Dataset: Catalyst prediction with 721,799 reactions and 888 catalyst types from USPTO. Task: Predict which catalyst facilitates the given reaction. (1) Reactant: [C:1]([O:5][C:6](=[O:14])[C:7]1[CH:12]=[CH:11][CH:10]=[CH:9][C:8]=1Br)([CH3:4])([CH3:3])[CH3:2].[F:15][C:16]1[CH:17]=[C:18](B(O)O)[CH:19]=[CH:20][C:21]=1[CH3:22].C(O)(C)C.C(=O)([O-])[O-].[Na+].[Na+].O. Product: [C:1]([O:5][C:6]([C:7]1[C:8]([C:18]2[CH:19]=[CH:20][C:21]([CH3:22])=[C:16]([F:15])[CH:17]=2)=[CH:9][CH:10]=[CH:11][CH:12]=1)=[O:14])([CH3:4])([CH3:3])[CH3:2]. The catalyst class is: 73. (2) Reactant: [Br:1][C:2]1[CH:10]=[C:9]2[C:5]([C:6]([CH3:13])([CH3:12])[C:7](=[O:11])[NH:8]2)=[CH:4][CH:3]=1.CN([CH:17]=[O:18])C.[H-].[Na+].[I-].[K+]. Product: [Br:1][C:2]1[CH:10]=[C:9]2[C:5]([C:6]([CH3:13])([CH3:12])[C:7](=[O:11])[N:8]2[CH2:10][CH2:2][CH2:3][CH2:4][O:18][CH3:17])=[CH:4][CH:3]=1. The catalyst class is: 6. (3) Reactant: [N:1]1[CH:6]=[CH:5][C:4]([CH:7]2[CH2:13][CH:12]3[N:14](C(OC(C)(C)C)=O)[CH:9]([CH2:10][CH2:11]3)[CH2:8]2)=[CH:3][CH:2]=1.[ClH:22]. Product: [ClH:22].[ClH:22].[N:1]1[CH:6]=[CH:5][C:4]([CH:7]2[CH2:13][CH:12]3[NH:14][CH:9]([CH2:10][CH2:11]3)[CH2:8]2)=[CH:3][CH:2]=1. The catalyst class is: 12. (4) Reactant: [C:1]([O:5][C:6](=[O:42])[C:7]([S:10][C:11]1[S:12][CH:13]=[C:14]([CH2:16][CH2:17][N:18]([CH2:27][C:28]2[CH:33]=[CH:32][C:31]([NH:34]C(OC(C)(C)C)=O)=[CH:30][CH:29]=2)[C:19]2[N:24]=[CH:23][C:22]([CH2:25][CH3:26])=[CH:21][N:20]=2)[N:15]=1)([CH3:9])[CH3:8])([CH3:4])([CH3:3])[CH3:2].O.C1(C)C=CC(S(O)(=O)=O)=CC=1. The catalyst class is: 4. Product: [C:1]([O:5][C:6](=[O:42])[C:7]([S:10][C:11]1[S:12][CH:13]=[C:14]([CH2:16][CH2:17][N:18]([CH2:27][C:28]2[CH:29]=[CH:30][C:31]([NH2:34])=[CH:32][CH:33]=2)[C:19]2[N:24]=[CH:23][C:22]([CH2:25][CH3:26])=[CH:21][N:20]=2)[N:15]=1)([CH3:8])[CH3:9])([CH3:2])([CH3:3])[CH3:4]. (5) Reactant: [OH:1][C:2]1[CH:9]=[C:8]([O:10][CH:11]2[CH2:16][CH2:15][CH2:14][CH2:13][O:12]2)[CH:7]=[C:6]([CH3:17])[C:3]=1[CH:4]=[O:5].C(N(CC)CC)C.[O:25](S(C(F)(F)F)(=O)=O)[S:26]([C:29]([F:32])([F:31])[F:30])(=O)=[O:27]. Product: [F:30][C:29]([F:32])([F:31])[S:26]([O:1][C:2]1[CH:9]=[C:8]([O:10][CH:11]2[CH2:16][CH2:15][CH2:14][CH2:13][O:12]2)[CH:7]=[C:6]([CH3:17])[C:3]=1[CH:4]=[O:5])(=[O:27])=[O:25]. The catalyst class is: 4.